From a dataset of Full USPTO retrosynthesis dataset with 1.9M reactions from patents (1976-2016). Predict the reactants needed to synthesize the given product. (1) Given the product [C:1]([C:3]1[CH:31]=[CH:30][C:6]2[NH:7][C:8]([C:10]([C:18]3[C:26]([O:27][CH3:28])=[CH:25][C:24]([CH3:29])=[C:23]4[C:19]=3[CH:20]=[CH:21][NH:22]4)([CH3:17])[CH2:11][CH2:12][C:13]([OH:15])=[O:14])=[N:9][C:5]=2[CH:4]=1)#[N:2], predict the reactants needed to synthesize it. The reactants are: [C:1]([C:3]1[CH:31]=[CH:30][C:6]2[NH:7][C:8]([C:10]([C:18]3[C:26]([O:27][CH3:28])=[CH:25][C:24]([CH3:29])=[C:23]4[C:19]=3[CH:20]=[CH:21][NH:22]4)([CH3:17])[CH2:11][CH2:12][C:13]([O:15]C)=[O:14])=[N:9][C:5]=2[CH:4]=1)#[N:2].[OH-].[K+]. (2) The reactants are: [CH3:1][C:2]1[CH:7]=[C:6]([C:8]2[C:12]3[CH:13]=[C:14]4[C:19](=[CH:20][C:11]=3[N:10]([C:30]([C:43]3[CH:48]=[CH:47][CH:46]=[CH:45][CH:44]=3)([C:37]3[CH:42]=[CH:41][CH:40]=[CH:39][CH:38]=3)[C:31]3[CH:36]=[CH:35][CH:34]=[CH:33][CH:32]=3)[N:9]=2)[NH:18][C:17](=[O:21])[C:16]([C:22]([C:24]2[CH:29]=[CH:28][CH:27]=[CH:26][CH:25]=2)=[CH2:23])=[CH:15]4)[CH:5]=[CH:4][N:3]=1.[OH2:49].[OH-].[Na+].OO. Given the product [OH:49][CH2:23][CH:22]([C:16]1[C:17](=[O:21])[NH:18][C:19]2[C:14]([CH:15]=1)=[CH:13][C:12]1[C:8]([C:6]3[CH:5]=[CH:4][N:3]=[C:2]([CH3:1])[CH:7]=3)=[N:9][N:10]([C:30]([C:37]3[CH:38]=[CH:39][CH:40]=[CH:41][CH:42]=3)([C:43]3[CH:48]=[CH:47][CH:46]=[CH:45][CH:44]=3)[C:31]3[CH:32]=[CH:33][CH:34]=[CH:35][CH:36]=3)[C:11]=1[CH:20]=2)[C:24]1[CH:29]=[CH:28][CH:27]=[CH:26][CH:25]=1, predict the reactants needed to synthesize it. (3) Given the product [OH:19][C:12]([C:13]1[CH:18]=[CH:17][CH:16]=[CH:15][CH:14]=1)([C:5]1[CH:10]=[CH:9][CH:8]=[CH:7][C:6]=1[CH3:11])[C:20]([OH:22])=[O:21], predict the reactants needed to synthesize it. The reactants are: [Mg].II.Br[C:5]1[CH:10]=[CH:9][CH:8]=[CH:7][C:6]=1[CH3:11].[C:12]([C:20]([OH:22])=[O:21])(=[O:19])[C:13]1[CH:18]=[CH:17][CH:16]=[CH:15][CH:14]=1.[H-].[Na+].